This data is from Forward reaction prediction with 1.9M reactions from USPTO patents (1976-2016). The task is: Predict the product of the given reaction. (1) Given the reactants O[C:2]1[CH:7]=[C:6]([OH:8])[CH:5]=[CH:4][C:3]=1[C:9](=[N:11][OH:12])[CH3:10].[OH-].[K+], predict the reaction product. The product is: [CH3:10][C:9]1[C:3]2[CH:4]=[CH:5][C:6]([OH:8])=[CH:7][C:2]=2[O:12][N:11]=1. (2) Given the reactants [NH2:1][C:2]1[CH:7]=[CH:6][C:5]([CH:8]([O:13][CH3:14])[C:9]([O:11][CH3:12])=[O:10])=[CH:4][CH:3]=1.[Cl:15][CH2:16][CH2:17][CH2:18][S:19](Cl)(=[O:21])=[O:20], predict the reaction product. The product is: [Cl:15][CH2:16][CH2:17][CH2:18][S:19]([NH:1][C:2]1[CH:3]=[CH:4][C:5]([CH:8]([O:13][CH3:14])[C:9]([O:11][CH3:12])=[O:10])=[CH:6][CH:7]=1)(=[O:21])=[O:20]. (3) Given the reactants C(OC(=O)[NH:10][C:11]1[C:12]([O:49][CH3:50])=[C:13]2[C:17](=[CH:18][CH:19]=1)[N:16]([C:20]([C:33]1[CH:38]=[CH:37][CH:36]=[CH:35][CH:34]=1)([C:27]1[CH:32]=[CH:31][CH:30]=[CH:29][CH:28]=1)[C:21]1[CH:26]=[CH:25][CH:24]=[CH:23][CH:22]=1)[N:15]=[C:14]2[C:39]1[CH:48]=[CH:47][C:46]2[C:41](=[CH:42][CH:43]=[CH:44][CH:45]=2)[CH:40]=1)C1C=CC=CC=1, predict the reaction product. The product is: [CH3:50][O:49][C:12]1[C:11]([NH2:10])=[CH:19][CH:18]=[C:17]2[C:13]=1[C:14]([C:39]1[CH:48]=[CH:47][C:46]3[C:41](=[CH:42][CH:43]=[CH:44][CH:45]=3)[CH:40]=1)=[N:15][N:16]2[C:20]([C:21]1[CH:26]=[CH:25][CH:24]=[CH:23][CH:22]=1)([C:33]1[CH:38]=[CH:37][CH:36]=[CH:35][CH:34]=1)[C:27]1[CH:32]=[CH:31][CH:30]=[CH:29][CH:28]=1. (4) Given the reactants [NH2:1][C:2]1[CH:3]=[C:4]([N:8]([C:16]2([C:29]([O:31][CH3:32])=[O:30])[CH2:21][CH2:20][N:19]([C:22]([O:24][C:25]([CH3:28])([CH3:27])[CH3:26])=[O:23])[CH2:18][CH2:17]2)[C:9]([C:11]2[O:12][CH:13]=[CH:14][CH:15]=2)=[O:10])[CH:5]=[CH:6][CH:7]=1.N1C=CC=CC=1.[C:39](OC(=O)C)(=[O:41])[CH3:40].C(=O)([O-])O.[Na+], predict the reaction product. The product is: [C:39]([NH:1][C:2]1[CH:3]=[C:4]([N:8]([C:16]2([C:29]([O:31][CH3:32])=[O:30])[CH2:21][CH2:20][N:19]([C:22]([O:24][C:25]([CH3:26])([CH3:27])[CH3:28])=[O:23])[CH2:18][CH2:17]2)[C:9]([C:11]2[O:12][CH:13]=[CH:14][CH:15]=2)=[O:10])[CH:5]=[CH:6][CH:7]=1)(=[O:41])[CH3:40]. (5) Given the reactants O.[CH:2]([C:4]1[CH:9]=[CH:8][CH:7]=[CH:6][C:5]=1[CH:10]=[CH2:11])=[CH2:3].[CH3:12][N:13]([CH3:18])[C:14](=[O:17])[CH:15]=[CH2:16], predict the reaction product. The product is: [CH:2]([C:4]1[CH:9]=[CH:8][CH:7]=[CH:6][C:5]=1[CH:10]=[CH2:11])=[CH2:3].[CH3:12][N:13]([CH3:18])[C:14](=[O:17])[CH:15]=[CH2:16].